From a dataset of Reaction yield outcomes from USPTO patents with 853,638 reactions. Predict the reaction yield, written as a fraction of the theoretical maximum amount of product (1.0 means a 100% yield; for example, 0.34 means a 34% yield). (1) The reactants are [CH2:1]([C:3]1[S:7][C:6]([C:8]([OH:10])=O)=[CH:5][C:4]=1[C:11]1[N:15]([CH3:16])[N:14]=[CH:13][C:12]=1[CH2:17][CH3:18])[CH3:2].[NH2:19][C@@H:20]([CH2:33][C:34]1[CH:39]=[CH:38][CH:37]=[CH:36][C:35]=1[C:40]([F:43])([F:42])[F:41])[CH2:21][N:22]1[C:30](=[O:31])[C:29]2[C:24](=[CH:25][CH:26]=[CH:27][CH:28]=2)[C:23]1=[O:32].C(N(CC)C(C)C)(C)C.F[P-](F)(F)(F)(F)F.Br[P+](N1CCCC1)(N1CCCC1)N1CCCC1. The catalyst is ClCCl. The product is [O:31]=[C:30]1[C:29]2[C:24](=[CH:25][CH:26]=[CH:27][CH:28]=2)[C:23](=[O:32])[N:22]1[CH2:21][C@@H:20]([NH:19][C:8]([C:6]1[S:7][C:3]([CH2:1][CH3:2])=[C:4]([C:11]2[N:15]([CH3:16])[N:14]=[CH:13][C:12]=2[CH2:17][CH3:18])[CH:5]=1)=[O:10])[CH2:33][C:34]1[CH:39]=[CH:38][CH:37]=[CH:36][C:35]=1[C:40]([F:42])([F:41])[F:43]. The yield is 0.570. (2) The reactants are [Br:1][C:2]1[CH:3]=[C:4]([C:14](O)=[O:15])[C:5]([C:8]2[CH:13]=[CH:12][CH:11]=[CH:10][CH:9]=2)=[CH:6][CH:7]=1. The catalyst is C1COCC1.CCOC(C)=O. The product is [Br:1][C:2]1[CH:7]=[CH:6][C:5]([C:8]2[CH:13]=[CH:12][CH:11]=[CH:10][CH:9]=2)=[C:4]([CH2:14][OH:15])[CH:3]=1. The yield is 0.650. (3) The reactants are [Br:1][C:2]1[CH:19]=[CH:18][C:5]([CH2:6][N:7]2[C:11]3[CH:12]=[C:13]([CH3:16])[CH:14]=[CH:15][C:10]=3[NH:9][C:8]2=[NH:17])=[CH:4][CH:3]=1.Br[CH2:21][CH2:22][CH2:23][O:24][C:25]1[CH:30]=[CH:29][C:28]([F:31])=[CH:27][CH:26]=1. The catalyst is CC(=O)CC. The product is [BrH:1].[Br:1][C:2]1[CH:19]=[CH:18][C:5]([CH2:6][N:7]2[C:11]3[CH:12]=[C:13]([CH3:16])[CH:14]=[CH:15][C:10]=3[N:9]([CH2:21][CH2:22][CH2:23][O:24][C:25]3[CH:26]=[CH:27][C:28]([F:31])=[CH:29][CH:30]=3)[C:8]2=[NH:17])=[CH:4][CH:3]=1. The yield is 0.160.